Predict the reactants needed to synthesize the given product. From a dataset of Full USPTO retrosynthesis dataset with 1.9M reactions from patents (1976-2016). (1) The reactants are: Br[C:2]1[C:6]2[CH:7]=[N:8][C:9]([NH2:23])=[C:10]([O:11][C@@H:12]([C:14]3[C:19]([Cl:20])=[CH:18][CH:17]=[C:16]([F:21])[C:15]=3[Cl:22])[CH3:13])[C:5]=2[O:4][CH:3]=1.[C:24]([C:27]1[S:28][CH:29]=[C:30](B(O)O)[CH:31]=1)([OH:26])=[O:25].C(=O)([O-])[O-].[K+].[K+].O1CCOCC1.O.ClCCl. Given the product [NH2:23][C:9]1[N:8]=[CH:7][C:6]2[C:2]([C:30]3[CH:31]=[C:27]([C:24]([OH:26])=[O:25])[S:28][CH:29]=3)=[CH:3][O:4][C:5]=2[C:10]=1[O:11][C@@H:12]([C:14]1[C:19]([Cl:20])=[CH:18][CH:17]=[C:16]([F:21])[C:15]=1[Cl:22])[CH3:13], predict the reactants needed to synthesize it. (2) Given the product [NH2:8][CH:9]([C:14]([CH3:18])([CH3:17])[CH:15]=[CH2:16])[C:10]([O:12][CH3:13])=[O:11], predict the reactants needed to synthesize it. The reactants are: C(OC([NH:8][CH:9]([C:14]([CH3:18])([CH3:17])[CH:15]=[CH2:16])[C:10]([O:12][CH3:13])=[O:11])=O)(C)(C)C.FC(F)(F)C(O)=O.